This data is from Forward reaction prediction with 1.9M reactions from USPTO patents (1976-2016). The task is: Predict the product of the given reaction. Given the reactants [Cl:1][C:2]1[CH:7]=[CH:6][C:5]([CH:8]([C:16]2[CH:21]=[CH:20][C:19]([Cl:22])=[CH:18][CH:17]=2)[S:9]([CH2:12][C:13](=[O:15])[CH3:14])(=[O:11])=[O:10])=[CH:4][CH:3]=1.C1C=C[NH+]=CC=1.[Br:29][Br-]Br, predict the reaction product. The product is: [Cl:22][C:19]1[CH:18]=[CH:17][C:16]([CH:8]([C:5]2[CH:6]=[CH:7][C:2]([Cl:1])=[CH:3][CH:4]=2)[S:9]([CH2:12][C:13](=[O:15])[CH2:14][Br:29])(=[O:10])=[O:11])=[CH:21][CH:20]=1.